From a dataset of Full USPTO retrosynthesis dataset with 1.9M reactions from patents (1976-2016). Predict the reactants needed to synthesize the given product. (1) Given the product [NH2:1][C:2]1[N:23]=[C:5]2[N:6]=[C:7]([CH3:22])[C:8]([C:18]([O:20][CH3:21])=[O:19])=[C:9]([C:10]3[CH:15]=[CH:14][C:13]([Cl:16])=[CH:12][C:11]=3[Cl:17])[N:4]2[N:3]=1, predict the reactants needed to synthesize it. The reactants are: [NH2:1][C:2]1[N:23]=[C:5]2[NH:6][C:7]([CH3:22])=[C:8]([C:18]([O:20][CH3:21])=[O:19])[CH:9]([C:10]3[CH:15]=[CH:14][C:13]([Cl:16])=[CH:12][C:11]=3[Cl:17])[N:4]2[N:3]=1.C(C1C(=O)C(Cl)=C(Cl)C(=O)C=1C#N)#N. (2) The reactants are: [Cl:1][C:2]1[C:11]([N+:12]([O-:14])=[O:13])=[C:10](Cl)[C:9]2[C:4](=[CH:5][CH:6]=[CH:7][CH:8]=2)[N:3]=1.C(N(CC)CC)C.[NH2:23][CH2:24][CH2:25][CH2:26][O:27][CH2:28][CH2:29][O:30][CH2:31][CH2:32][CH2:33][NH:34][S:35]([C:38]1[C:47]2[C:42](=[C:43]([N:48]([CH3:50])[CH3:49])[CH:44]=[CH:45][CH:46]=2)[CH:41]=[CH:40][CH:39]=1)(=[O:37])=[O:36].ClCCl. Given the product [Cl:1][C:2]1[C:11]([N+:12]([O-:14])=[O:13])=[C:10]([NH:23][CH2:24][CH2:25][CH2:26][O:27][CH2:28][CH2:29][O:30][CH2:31][CH2:32][CH2:33][NH:34][S:35]([C:38]2[C:47]3[C:42](=[C:43]([N:48]([CH3:50])[CH3:49])[CH:44]=[CH:45][CH:46]=3)[CH:41]=[CH:40][CH:39]=2)(=[O:37])=[O:36])[C:9]2[C:4](=[CH:5][CH:6]=[CH:7][CH:8]=2)[N:3]=1, predict the reactants needed to synthesize it. (3) Given the product [CH3:1][O:2][C:3](=[O:26])[CH2:4][CH2:5][CH:6]1[O:18][B:14]([OH:15])[C:13]2[CH:12]=[C:11]([O:23][CH3:24])[CH:10]=[C:9]([CH3:25])[C:8]1=2, predict the reactants needed to synthesize it. The reactants are: [CH3:1][O:2][C:3](=[O:26])[CH2:4][CH2:5][C:6]([C:8]1[C:13]([B:14]2[O:18]C(C)(C)C(C)(C)[O:15]2)=[CH:12][C:11]([O:23][CH3:24])=[CH:10][C:9]=1[CH3:25])=O.[BH4-].[Na+].C(OB(O)O)C1C=CC=CC=1. (4) Given the product [Cl:1][C:2]1[CH:19]=[CH:18][C:17]([N:20]2[C:24](=[O:25])[N:23]([CH2:35][CH2:34][O:33][CH3:32])[CH:22]=[N:21]2)=[CH:16][C:3]=1[C:4]([NH:6][CH2:7][C:8]1([OH:15])[CH2:9][CH2:10][CH2:11][CH2:12][CH2:13][CH2:14]1)=[O:5], predict the reactants needed to synthesize it. The reactants are: [Cl:1][C:2]1[CH:19]=[CH:18][C:17]([N:20]2[C:24](=[O:25])[NH:23][CH:22]=[N:21]2)=[CH:16][C:3]=1[C:4]([NH:6][CH2:7][C:8]1([OH:15])[CH2:14][CH2:13][CH2:12][CH2:11][CH2:10][CH2:9]1)=[O:5].C([O-])([O-])=O.[Cs+].[Cs+].[CH3:32][O:33][CH2:34][CH2:35]Br. (5) Given the product [Cl:8][C:9]1[CH:14]=[C:13]([Cl:15])[CH:12]=[CH:11][C:10]=1[S:16]([NH:33][C@H:32]([C:31]([N:28]1[CH2:29][CH2:30][N:25]([CH2:24][C@@H:23]([NH:37][C:38](=[O:44])[O:39][C:40]([CH3:41])([CH3:43])[CH3:42])[CH2:22][CH:21]([CH3:45])[CH3:20])[CH2:26][CH2:27]1)=[O:36])[CH2:34][OH:35])(=[O:18])=[O:17], predict the reactants needed to synthesize it. The reactants are: C(N(CC)CC)C.[Cl:8][C:9]1[CH:14]=[C:13]([Cl:15])[CH:12]=[CH:11][C:10]=1[S:16](Cl)(=[O:18])=[O:17].[CH3:20][CH:21]([CH3:45])[CH2:22][C@H:23]([NH:37][C:38](=[O:44])[O:39][C:40]([CH3:43])([CH3:42])[CH3:41])[CH2:24][N:25]1[CH2:30][CH2:29][N:28]([C:31](=[O:36])[C@H:32]([CH2:34][OH:35])[NH2:33])[CH2:27][CH2:26]1. (6) Given the product [ClH:29].[O:1]1[CH2:2][CH2:3][N:4]([CH2:7][CH2:8][N:9]([C:14]2[CH:15]=[C:16]([CH:21]=[CH:22][C:23]=2[O:24][C:25]([F:26])([F:28])[F:27])[C:17]([OH:19])=[O:18])[S:10]([CH3:13])(=[O:11])=[O:12])[CH2:5][CH2:6]1, predict the reactants needed to synthesize it. The reactants are: [O:1]1[CH2:6][CH2:5][N:4]([CH2:7][CH2:8][N:9]([C:14]2[CH:15]=[C:16]([CH:21]=[CH:22][C:23]=2[O:24][C:25]([F:28])([F:27])[F:26])[C:17]([O:19]C)=[O:18])[S:10]([CH3:13])(=[O:12])=[O:11])[CH2:3][CH2:2]1.[ClH:29]. (7) Given the product [Cl:1][C:2]1[CH:7]=[CH:6][CH:5]=[CH:4][C:3]=1[C:8]1([C:9]([O:11][CH3:12])=[O:10])[CH2:18][CH:17]1/[CH:16]=[CH:15]/[C:19]1[CH:24]=[CH:23][CH:22]=[CH:21][CH:20]=1, predict the reactants needed to synthesize it. The reactants are: [Cl:1][C:2]1[CH:7]=[CH:6][CH:5]=[CH:4][C:3]=1[C:8](=[N+]=[N-])[C:9]([O:11][CH3:12])=[O:10].[CH:15](/[C:19]1[CH:24]=[CH:23][CH:22]=[CH:21][CH:20]=1)=[CH:16]\[CH:17]=[CH2:18]. (8) The reactants are: [CH3:1][N:2]([CH3:12])[C:3]1[CH:11]=[CH:10][C:6]([C:7](Cl)=[O:8])=[CH:5][CH:4]=1.[NH2:13][C:14]1[CH:15]=[C:16]([CH2:20][CH2:21][CH2:22][CH:23]([CH2:28][CH2:29][C:30]2[CH:35]=[CH:34][C:33]([CH2:36][CH3:37])=[CH:32][CH:31]=2)[C:24]([O:26][CH3:27])=[O:25])[CH:17]=[CH:18][CH:19]=1.CCN(C(C)C)C(C)C.O. Given the product [CH3:1][N:2]([CH3:12])[C:3]1[CH:11]=[CH:10][C:6]([C:7]([NH:13][C:14]2[CH:15]=[C:16]([CH2:20][CH2:21][CH2:22][CH:23]([CH2:28][CH2:29][C:30]3[CH:31]=[CH:32][C:33]([CH2:36][CH3:37])=[CH:34][CH:35]=3)[C:24]([O:26][CH3:27])=[O:25])[CH:17]=[CH:18][CH:19]=2)=[O:8])=[CH:5][CH:4]=1, predict the reactants needed to synthesize it.